This data is from Catalyst prediction with 721,799 reactions and 888 catalyst types from USPTO. The task is: Predict which catalyst facilitates the given reaction. Reactant: CC(N[C@@H](C(NCC1C=CC=CC=1)=O)COC)=O.[NH2:19][C@@H:20]([C:23]([OH:25])=[O:24])[CH2:21][OH:22].[C:26](O[C:26]([O:28][C:29]([CH3:32])([CH3:31])[CH3:30])=[O:27])([O:28][C:29]([CH3:32])([CH3:31])[CH3:30])=[O:27].[OH-].[Na+]. Product: [C:26]([NH:19][C@@H:20]([C:23]([OH:25])=[O:24])[CH2:21][OH:22])([O:28][C:29]([CH3:32])([CH3:31])[CH3:30])=[O:27]. The catalyst class is: 6.